From a dataset of Forward reaction prediction with 1.9M reactions from USPTO patents (1976-2016). Predict the product of the given reaction. (1) Given the reactants Br[C:2]1[N:3]=[CH:4][C:5]2[N:6]([C:8]([C:11]3[CH:18]=[CH:17][C:14]([C:15]#[N:16])=[CH:13][CH:12]=3)=[CH:9][N:10]=2)[CH:7]=1.Br[C:20]1[CH:30]=[CH:29][C:23]([C:24]([O:26][CH2:27]C)=[O:25])=[CH:22][N:21]=1.C[Sn](C)C.C[Sn](C)C, predict the reaction product. The product is: [C:15]([C:14]1[CH:17]=[CH:18][C:11]([C:8]2[N:6]3[CH:7]=[C:2]([C:20]4[CH:30]=[CH:29][C:23]([C:24]([O:26][CH3:27])=[O:25])=[CH:22][N:21]=4)[N:3]=[CH:4][C:5]3=[N:10][CH:9]=2)=[CH:12][CH:13]=1)#[N:16]. (2) Given the reactants [H-].[Na+].[F:3][C:4]1[C:9]([F:10])=[CH:8][C:7]([N+:11]([O-:13])=[O:12])=[CH:6][C:5]=1[OH:14].I[CH3:16], predict the reaction product. The product is: [F:10][C:9]1[CH:8]=[C:7]([N+:11]([O-:13])=[O:12])[CH:6]=[C:5]([O:14][CH3:16])[C:4]=1[F:3]. (3) Given the reactants Cl[C:2]1[N:3]=[C:4]([NH:11][C:12]2[CH:17]=[CH:16][C:15]([O:18][CH3:19])=[C:14]([O:20][CH3:21])[CH:13]=2)[C:5]2[N:10]=[CH:9][S:8][C:6]=2[N:7]=1.[O:22]=[C:23]1[CH:28]=[C:27]([CH2:29][CH2:30][NH:31][C:32](=[O:48])[C:33]2[CH:38]=[CH:37][C:36](B3OC(C)(C)C(C)(C)O3)=[CH:35][CH:34]=2)[CH:26]=[CH:25][NH:24]1.C([O-])([O-])=O.[Na+].[Na+], predict the reaction product. The product is: [CH3:21][O:20][C:14]1[CH:13]=[C:12]([NH:11][C:4]2[C:5]3[N:10]=[CH:9][S:8][C:6]=3[N:7]=[C:2]([C:36]3[CH:37]=[CH:38][C:33]([C:32]([NH:31][CH2:30][CH2:29][C:27]4[CH:26]=[CH:25][NH:24][C:23](=[O:22])[CH:28]=4)=[O:48])=[CH:34][CH:35]=3)[N:3]=2)[CH:17]=[CH:16][C:15]=1[O:18][CH3:19].